This data is from Full USPTO retrosynthesis dataset with 1.9M reactions from patents (1976-2016). The task is: Predict the reactants needed to synthesize the given product. Given the product [C:1]([S:5]([C:8]1[CH:9]=[C:10]2[C:15](=[CH:16][C:17]=1[OH:18])[N:14]=[CH:13][CH:12]=[C:11]2[NH:20][C:21]1[C:25]([CH3:26])=[C:24]([CH3:27])[NH:23][N:22]=1)(=[O:6])=[O:7])([CH3:4])([CH3:3])[CH3:2], predict the reactants needed to synthesize it. The reactants are: [C:1]([S:5]([C:8]1[CH:9]=[C:10]2[C:15](=[CH:16][C:17]=1[O:18]C)[N:14]=[CH:13][CH:12]=[C:11]2[NH:20][C:21]1[C:25]([CH3:26])=[C:24]([CH3:27])[NH:23][N:22]=1)(=[O:7])=[O:6])([CH3:4])([CH3:3])[CH3:2].CC([S-])C.[Na+].